Dataset: NCI-60 drug combinations with 297,098 pairs across 59 cell lines. Task: Regression. Given two drug SMILES strings and cell line genomic features, predict the synergy score measuring deviation from expected non-interaction effect. (1) Drug 1: CC12CCC3C(C1CCC2=O)CC(=C)C4=CC(=O)C=CC34C. Drug 2: C1C(C(OC1N2C=NC3=C2NC=NCC3O)CO)O. Cell line: CAKI-1. Synergy scores: CSS=21.0, Synergy_ZIP=-2.34, Synergy_Bliss=-3.64, Synergy_Loewe=-2.31, Synergy_HSA=-2.04. (2) Drug 1: COC1=C(C=C2C(=C1)N=CN=C2NC3=CC(=C(C=C3)F)Cl)OCCCN4CCOCC4. Drug 2: CCN(CC)CCNC(=O)C1=C(NC(=C1C)C=C2C3=C(C=CC(=C3)F)NC2=O)C. Cell line: 786-0. Synergy scores: CSS=18.2, Synergy_ZIP=-4.25, Synergy_Bliss=3.32, Synergy_Loewe=-0.681, Synergy_HSA=0.339. (3) Drug 1: C1=NC2=C(N=C(N=C2N1C3C(C(C(O3)CO)O)F)Cl)N. Drug 2: B(C(CC(C)C)NC(=O)C(CC1=CC=CC=C1)NC(=O)C2=NC=CN=C2)(O)O. Cell line: NCI-H522. Synergy scores: CSS=45.5, Synergy_ZIP=7.58, Synergy_Bliss=7.00, Synergy_Loewe=7.75, Synergy_HSA=8.85. (4) Drug 1: CS(=O)(=O)C1=CC(=C(C=C1)C(=O)NC2=CC(=C(C=C2)Cl)C3=CC=CC=N3)Cl. Drug 2: C1CC(C1)(C(=O)O)C(=O)O.[NH2-].[NH2-].[Pt+2]. Cell line: 786-0. Synergy scores: CSS=45.0, Synergy_ZIP=0.341, Synergy_Bliss=2.52, Synergy_Loewe=-2.15, Synergy_HSA=4.35. (5) Drug 1: CN(C)N=NC1=C(NC=N1)C(=O)N. Drug 2: CN1C2=C(C=C(C=C2)N(CCCl)CCCl)N=C1CCCC(=O)O.Cl. Cell line: BT-549. Synergy scores: CSS=-0.787, Synergy_ZIP=-1.21, Synergy_Bliss=1.41, Synergy_Loewe=-0.411, Synergy_HSA=-0.214.